Dataset: Catalyst prediction with 721,799 reactions and 888 catalyst types from USPTO. Task: Predict which catalyst facilitates the given reaction. (1) Reactant: [O:1]=[C:2]1[NH:7][CH:6]=[CH:5][N:4]([S:8]([C:11]2[CH:16]=[CH:15][C:14]([CH3:17])=[CH:13][CH:12]=2)(=[O:10])=[O:9])[CH:3]1[CH2:18][C:19]([OH:21])=O.C(Cl)CCl.C1C=CC2N(O)N=NC=2C=1.[NH2:36][C:37]1[CH:42]=[CH:41][C:40]([CH2:43][CH2:44][CH2:45][OH:46])=[CH:39][CH:38]=1.CCN(C(C)C)C(C)C. Product: [OH:46][CH2:45][CH2:44][CH2:43][C:40]1[CH:39]=[CH:38][C:37]([NH:36][C:19](=[O:21])[CH2:18][CH:3]2[C:2](=[O:1])[NH:7][CH:6]=[CH:5][N:4]2[S:8]([C:11]2[CH:16]=[CH:15][C:14]([CH3:17])=[CH:13][CH:12]=2)(=[O:9])=[O:10])=[CH:42][CH:41]=1. The catalyst class is: 2. (2) Reactant: [Br:1][C:2]1[CH:3]=[C:4]([CH:13]=[CH:14][CH:15]=1)[O:5][CH2:6][CH2:7][CH2:8][C:9]([O:11]C)=[O:10].[OH-].[Na+]. Product: [Br:1][C:2]1[CH:3]=[C:4]([CH:13]=[CH:14][CH:15]=1)[O:5][CH2:6][CH2:7][CH2:8][C:9]([OH:11])=[O:10]. The catalyst class is: 5.